This data is from Forward reaction prediction with 1.9M reactions from USPTO patents (1976-2016). The task is: Predict the product of the given reaction. (1) Given the reactants [Br-].[CH3:2][O:3][C:4]([C:6]1[CH:7]=[C:8]([CH:29]=[CH:30][CH:31]=1)[CH2:9][P+](C1C=CC=CC=1)(C1C=CC=CC=1)C1C=CC=CC=1)=[O:5].C[Si]([N-][Si](C)(C)C)(C)C.[K+].[CH2:42]([O:49][C:50]([NH:52][C@H:53]1[CH2:59][CH2:58][C@@H:57]2[CH2:60][C@H:54]1[CH:55](O)[N:56]2[C:61]([O:63][C:64]([CH3:67])([CH3:66])[CH3:65])=[O:62])=[O:51])[C:43]1[CH:48]=[CH:47][CH:46]=[CH:45][CH:44]=1.[NH4+].[Cl-], predict the reaction product. The product is: [CH2:42]([O:49][C:50]([NH:52][C@H:53]1[CH2:59][CH2:58][C@@H:57]([NH:56][C:61]([O:63][C:64]([CH3:67])([CH3:66])[CH3:65])=[O:62])[CH2:60][C@H:54]1/[CH:55]=[CH:9]/[C:8]1[CH:7]=[C:6]([CH:31]=[CH:30][CH:29]=1)[C:4]([O:3][CH3:2])=[O:5])=[O:51])[C:43]1[CH:44]=[CH:45][CH:46]=[CH:47][CH:48]=1. (2) Given the reactants Cl.[C:2]1([CH:8]([CH:10]2[CH2:14][CH2:13][CH2:12][O:11]2)[NH2:9])[CH:7]=[CH:6][CH:5]=[CH:4][CH:3]=1.[O-:15][C:16]#[N:17].[K+].Cl.C([O-])(O)=O.[Na+], predict the reaction product. The product is: [C:2]1([CH:8]([CH:10]2[CH2:14][CH2:13][CH2:12][O:11]2)[NH:9][C:16]([NH2:17])=[O:15])[CH:3]=[CH:4][CH:5]=[CH:6][CH:7]=1. (3) Given the reactants [C:1]1([CH2:7][C:8](Cl)=[O:9])[CH:6]=[CH:5][CH:4]=[CH:3][CH:2]=1.[CH2:11]([NH:18][C:19]([C:21]1[S:25][C:24]([NH2:26])=[N:23][C:22]=1[CH3:27])=[O:20])[C:12]1[CH:17]=[CH:16][CH:15]=[CH:14][CH:13]=1, predict the reaction product. The product is: [CH2:11]([NH:18][C:19]([C:21]1[S:25][C:24]([NH:26][C:8](=[O:9])[CH2:7][C:1]2[CH:6]=[CH:5][CH:4]=[CH:3][CH:2]=2)=[N:23][C:22]=1[CH3:27])=[O:20])[C:12]1[CH:17]=[CH:16][CH:15]=[CH:14][CH:13]=1. (4) Given the reactants [Cl:1][C:2]1[CH:26]=[CH:25][C:5]([C:6]([NH:8][CH:9]([C:19]2[CH:24]=[CH:23][CH:22]=[CH:21][CH:20]=2)[CH2:10][NH:11][C:12](=[O:18])[O:13][C:14]([CH3:17])([CH3:16])[CH3:15])=[O:7])=[CH:4][C:3]=1[NH:27][C:28]([C:30]1[C:43](=[O:44])[NH:42][C:33]2[N:34]=[C:35](S(C)(=O)=O)[N:36]=[CH:37][C:32]=2[CH:31]=1)=[O:29].CN(C=O)C.[CH3:50][N:51]1[CH2:56][CH2:55][N:54]([CH2:57][CH2:58][CH2:59][NH2:60])[CH2:53][CH2:52]1, predict the reaction product. The product is: [Cl:1][C:2]1[CH:26]=[CH:25][C:5]([C:6]([NH:8][CH:9]([C:19]2[CH:24]=[CH:23][CH:22]=[CH:21][CH:20]=2)[CH2:10][NH:11][C:12](=[O:18])[O:13][C:14]([CH3:17])([CH3:16])[CH3:15])=[O:7])=[CH:4][C:3]=1[NH:27][C:28]([C:30]1[C:43](=[O:44])[NH:42][C:33]2[N:34]=[C:35]([NH:60][CH2:59][CH2:58][CH2:57][N:54]3[CH2:53][CH2:52][N:51]([CH3:50])[CH2:56][CH2:55]3)[N:36]=[CH:37][C:32]=2[CH:31]=1)=[O:29]. (5) Given the reactants [C:1]([N:3]=[C:4]([N:26]1[CH2:31][CH2:30][CH2:29][C@@H:28]([C@:32]([OH:45])([C:39]2[CH:44]=[CH:43][CH:42]=[CH:41][CH:40]=2)[CH2:33][CH2:34][CH2:35][CH2:36][O:37][CH3:38])[CH2:27]1)[NH:5][C@@H:6]([CH2:19][CH:20]1[CH2:25][CH2:24][CH2:23][CH2:22][CH2:21]1)[CH2:7][N:8](C)[C:9](OCC[Si](C)(C)C)=O)#[N:2].[N+](CC)(CC)(CC)CC.[F-], predict the reaction product. The product is: [C:1]([N:3]=[C:4]([N:26]1[CH2:31][CH2:30][CH2:29][C@@H:28]([C@:32]([OH:45])([C:39]2[CH:40]=[CH:41][CH:42]=[CH:43][CH:44]=2)[CH2:33][CH2:34][CH2:35][CH2:36][O:37][CH3:38])[CH2:27]1)[NH:5][C@@H:6]([CH2:19][CH:20]1[CH2:21][CH2:22][CH2:23][CH2:24][CH2:25]1)[CH2:7][NH:8][CH3:9])#[N:2]. (6) Given the reactants ClC[C:3]([N:5]([CH2:16][CH:17]1[C:26]2[C:21](=[C:22]([C:27]#[N:28])[CH:23]=[CH:24][CH:25]=2)[CH2:20][CH2:19][CH2:18]1)[CH2:6][CH2:7][NH:8][C:9](=O)OC(C)(C)C)=[O:4].C(O)(C(F)(F)F)=O.C([O-])([O-])=O.[K+].[K+].[Na+].[I-], predict the reaction product. The product is: [O:4]=[C:3]1[CH2:9][NH:8][CH2:7][CH2:6][N:5]1[CH2:16][CH:17]1[CH2:18][CH2:19][CH2:20][C:21]2[C:22]([C:27]#[N:28])=[CH:23][CH:24]=[CH:25][C:26]1=2. (7) Given the reactants [CH:1]1[CH:2]=[CH:3][C:4]([Cl:21])=[C:5]([C:7]2[C:14]3[CH:15]=[C:16]([Cl:19])[CH:17]=[CH:18][C:13]=3[NH:12][C:10](=[O:11])[CH:9]([OH:20])[N:8]=2)[CH:6]=1.CO, predict the reaction product. The product is: [CH:1]1[CH:2]=[CH:3][C:4]([Cl:21])=[C:5]([C:7]2[C:14]3[CH:15]=[C:16]([Cl:19])[CH:17]=[CH:18][C:13]=3[NH:12][C:10](=[O:11])[CH:9]([OH:20])[N:8]=2)[CH:6]=1. (8) Given the reactants [CH:1]1[CH:6]=[C:5]([OH:7])[C:4](S([C:2]2[CH:1]=[CH:6][C:5]([OH:7])=[CH:4][CH:3]=2)(=O)=O)=[CH:3][CH:2]=1.C1C([OH:24])=CC=C(S(C2C=CC(O)=CC=2)(=O)=O)C=1.C1(O)C=CC=CC=1.[CH:42]1[C:47]([OH:48])=[CH:46][CH:45]=[C:44]([S:49]([OH:52])(=[O:51])=[O:50])[CH:43]=1, predict the reaction product. The product is: [C:5]1([OH:7])[CH:6]=[CH:1][CH:2]=[CH:3][CH:4]=1.[S:49](=[O:50])(=[O:24])([OH:51])[OH:52].[CH:46]1[C:47]([OH:48])=[CH:42][CH:43]=[C:44]([S:49]([OH:52])(=[O:50])=[O:51])[CH:45]=1. (9) Given the reactants [F:1][C:2]([F:21])([F:20])[S:3](N(C1C=CC=CC=1)[S:3]([C:2]([F:21])([F:20])[F:1])(=[O:5])=[O:4])(=[O:5])=[O:4].[OH:22][C:23]1[C:24]2[CH2:44][CH2:43][N:42]([C:45]([O:47][C:48]([CH3:51])([CH3:50])[CH3:49])=[O:46])[CH2:41][C:25]=2[N:26]=[C:27]([NH:29][C:30]2[CH:35]=[CH:34][C:33]([C:36]3[O:40][CH:39]=[N:38][CH:37]=3)=[CH:32][CH:31]=2)[N:28]=1.N12CCCN=C1CCCCC2, predict the reaction product. The product is: [O:40]1[C:36]([C:33]2[CH:32]=[CH:31][C:30]([NH:29][C:27]3[N:28]=[C:23]([O:22][S:3]([C:2]([F:21])([F:20])[F:1])(=[O:5])=[O:4])[C:24]4[CH2:44][CH2:43][N:42]([C:45]([O:47][C:48]([CH3:51])([CH3:50])[CH3:49])=[O:46])[CH2:41][C:25]=4[N:26]=3)=[CH:35][CH:34]=2)=[CH:37][N:38]=[CH:39]1. (10) Given the reactants [Cl:1][CH2:2][C:3]([O:5][N:6]=[C:7]([C:9]1[CH:14]=[C:13]([F:15])[CH:12]=[CH:11][C:10]=1[F:16])[NH2:8])=O, predict the reaction product. The product is: [Cl:1][CH2:2][C:3]1[O:5][N:6]=[C:7]([C:9]2[CH:14]=[C:13]([F:15])[CH:12]=[CH:11][C:10]=2[F:16])[N:8]=1.